This data is from Catalyst prediction with 721,799 reactions and 888 catalyst types from USPTO. The task is: Predict which catalyst facilitates the given reaction. (1) Reactant: [NH2:1][C:2]1[N:6]([CH2:7][CH2:8][OH:9])[N:5]=[CH:4][C:3]=1[NH:10][CH2:11][CH2:12][CH2:13][NH:14][C:15]([C:28]1[CH:33]=[CH:32][CH:31]=[CH:30][CH:29]=1)([C:22]1[CH:27]=[CH:26][CH:25]=[CH:24][CH:23]=1)[C:16]1[CH:21]=[CH:20][CH:19]=[CH:18][CH:17]=1.FC(F)(F)S(N=[C:40]([NH:49][C:50](=[O:56])[O:51][C:52]([CH3:55])([CH3:54])[CH3:53])[NH:41][C:42](=[O:48])[O:43][C:44]([CH3:47])([CH3:46])[CH3:45])(=O)=O.O. Product: [NH2:1][C:2]1[N:6]([CH2:7][CH2:8][OH:9])[N:5]=[CH:4][C:3]=1[N:10](/[C:40](/[NH:49][C:50](=[O:56])[O:51][C:52]([CH3:55])([CH3:54])[CH3:53])=[N:41]/[C:42](=[O:48])[O:43][C:44]([CH3:47])([CH3:46])[CH3:45])[CH2:11][CH2:12][CH2:13][NH:14][C:15]([C:28]1[CH:33]=[CH:32][CH:31]=[CH:30][CH:29]=1)([C:16]1[CH:21]=[CH:20][CH:19]=[CH:18][CH:17]=1)[C:22]1[CH:23]=[CH:24][CH:25]=[CH:26][CH:27]=1. The catalyst class is: 1. (2) Reactant: [F:1][C:2]1[CH:7]=[CH:6][C:5]([C@@H:8](O)[C@@H:9]2[CH2:13][CH2:12][C:11](=[O:14])[N:10]2[CH2:15][CH2:16][NH:17][C:18](=[O:24])[O:19][C:20]([CH3:23])([CH3:22])[CH3:21])=[C:4]([CH3:26])[CH:3]=1.CCN(CC)CC.CS(Cl)(=O)=O.N#N. Product: [F:1][C:2]1[CH:7]=[CH:6][C:5]([C@@H:8]2[N:17]([C:18]([O:19][C:20]([CH3:23])([CH3:22])[CH3:21])=[O:24])[CH2:16][CH2:15][N:10]3[C:11](=[O:14])[CH2:12][CH2:13][C@@H:9]23)=[C:4]([CH3:26])[CH:3]=1. The catalyst class is: 64. (3) The catalyst class is: 29. Reactant: [CH3:1][C:2]1[CH:11]=[CH:10][C:9]2[C:4](=[N:5][CH:6]=[CH:7][CH:8]=2)[N:3]=1. Product: [CH3:1][C:2]1[CH:11]=[CH:10][C:9]2[CH2:8][CH2:7][CH2:6][NH:5][C:4]=2[N:3]=1. (4) Reactant: [Br:1][C:2]1[CH:7]=[CH:6][C:5]([C:8]([CH3:14])([CH3:13])[C:9]([O:11]C)=[O:10])=[CH:4][CH:3]=1.[OH-].[K+]. Product: [Br:1][C:2]1[CH:3]=[CH:4][C:5]([C:8]([CH3:14])([CH3:13])[C:9]([OH:11])=[O:10])=[CH:6][CH:7]=1. The catalyst class is: 88. (5) Reactant: [Cl:1][C:2]1[CH:3]=[C:4]([CH2:9][NH2:10])[CH:5]=[CH:6][C:7]=1[Cl:8].[CH2:11]([O:13][CH:14]([O:19][CH2:20][CH3:21])[C:15](=[NH:18])OC)[CH3:12]. Product: [Cl:1][C:2]1[CH:3]=[C:4]([CH:5]=[CH:6][C:7]=1[Cl:8])[CH2:9][NH:10][C:15](=[NH:18])[CH:14]([O:19][CH2:20][CH3:21])[O:13][CH2:11][CH3:12]. The catalyst class is: 5. (6) Reactant: C[O-].[Na+].[NH:4]1[C:12]2[C:7](=[CH:8][C:9]([NH:13][S:14]([C:17]3[C:26]4[C:21](=[CH:22][CH:23]=[CH:24][CH:25]=4)[CH:20]=[CH:19][CH:18]=3)(=[O:16])=[O:15])=[CH:10][CH:11]=2)[CH:6]=[CH:5]1.[CH3:27][N:28]1[CH2:33][CH2:32][C:31](=O)[CH2:30][CH2:29]1. Product: [CH3:27][N:28]1[CH2:29][CH:30]=[C:31]([C:6]2[C:7]3[C:12](=[CH:11][CH:10]=[C:9]([NH:13][S:14]([C:17]4[C:26]5[C:21](=[CH:22][CH:23]=[CH:24][CH:25]=5)[CH:20]=[CH:19][CH:18]=4)(=[O:15])=[O:16])[CH:8]=3)[NH:4][CH:5]=2)[CH2:32][CH2:33]1. The catalyst class is: 5. (7) Reactant: [CH2:1]([O:3][C:4]([C:6]1[S:7][C:8](S(C)(=O)=O)=[C:9]2[C:17]3[N:16]([CH3:18])[N:15]=[CH:14][C:13]=3[CH2:12][CH2:11][C:10]=12)=[O:5])[CH3:2].[N:23]1[CH:28]=[CH:27][C:26]([CH2:29][OH:30])=[CH:25][CH:24]=1.[H-].[Na+]. Product: [CH3:18][N:16]1[C:17]2[C:9]3=[C:8]([O:30][CH2:29][C:26]4[CH:27]=[CH:28][N:23]=[CH:24][CH:25]=4)[S:7][C:6]([C:4]([O:3][CH2:1][CH3:2])=[O:5])=[C:10]3[CH2:11][CH2:12][C:13]=2[CH:14]=[N:15]1. The catalyst class is: 1.